This data is from Catalyst prediction with 721,799 reactions and 888 catalyst types from USPTO. The task is: Predict which catalyst facilitates the given reaction. (1) Reactant: [O:1]1[CH:5]=[C:4]([NH:6]C(=O)OCC2C=CC(OC)=CC=2OC)[N:3]=[CH:2]1.[CH3:21][O:22][C:23]1[CH:28]=[C:27]([C:29]([F:32])([F:31])[F:30])[CH:26]=[CH:25][C:24]=1[C:33]1[C:42]2[C:37](=[CH:38][C:39]([S:43](OC3C(F)=C(F)C(F)=C(F)C=3F)(=[O:45])=[O:44])=[CH:40][CH:41]=2)[CH:36]=[CH:35][N:34]=1.C(=O)([O-])[O-].[Cs+].[Cs+]. Product: [CH3:21][O:22][C:23]1[CH:28]=[C:27]([C:29]([F:32])([F:31])[F:30])[CH:26]=[CH:25][C:24]=1[C:33]1[C:42]2[C:37](=[CH:38][C:39]([S:43]([NH:6][C:4]3[N:3]=[CH:2][O:1][CH:5]=3)(=[O:44])=[O:45])=[CH:40][CH:41]=2)[CH:36]=[CH:35][N:34]=1. The catalyst class is: 197. (2) Reactant: [F:1][C:2]1([F:13])[O:6][C:5]2[CH:7]=[C:8]([F:12])[C:9](N)=[CH:10][C:4]=2[O:3]1.Cl.N([O-])=O.[Na+].[I-:19].[Na+].S(=O)(O)[O-].[Na+]. Product: [F:1][C:2]1([F:13])[O:3][C:4]2[CH:10]=[C:9]([I:19])[C:8]([F:12])=[CH:7][C:5]=2[O:6]1. The catalyst class is: 229. (3) Reactant: Cl[CH2:2][C:3]1[N:4]=[C:5]([C:18]2[CH:23]=[CH:22][C:21]([Cl:24])=[CH:20][CH:19]=2)[N:6]([C:8]2[CH:13]=[CH:12][C:11]([S:14]([CH3:17])(=[O:16])=[O:15])=[CH:10][CH:9]=2)[CH:7]=1.[C-:25]#[N:26].[K+]. Product: [Cl:24][C:21]1[CH:22]=[CH:23][C:18]([C:5]2[N:6]([C:8]3[CH:9]=[CH:10][C:11]([S:14]([CH3:17])(=[O:16])=[O:15])=[CH:12][CH:13]=3)[CH:7]=[C:3]([CH2:2][C:25]#[N:26])[N:4]=2)=[CH:19][CH:20]=1. The catalyst class is: 9. (4) Reactant: [N:1]([CH:4]([C:6]1[CH:11]=[C:10]([Cl:12])[C:9]([F:13])=[C:8]([Br:14])[C:7]=1[O:15][CH3:16])[CH3:5])=[N+]=[N-].CP(C)C. Product: [Br:14][C:8]1[C:7]([O:15][CH3:16])=[C:6]([CH:4]([NH2:1])[CH3:5])[CH:11]=[C:10]([Cl:12])[C:9]=1[F:13]. The catalyst class is: 249. (5) Reactant: [F:1][C:2]1[CH:7]=[C:6]([F:8])[CH:5]=[CH:4][C:3]=1[CH3:9].[Br:10]Br. Product: [Br:10][C:3]1([CH3:9])[CH:4]=[CH:5][C:6]([F:8])=[CH:7][CH:2]1[F:1]. The catalyst class is: 292. (6) Reactant: [C:1]1([C@H:7]2[CH2:11][N:10]([CH2:12][C:13]([F:16])([F:15])[F:14])[CH2:9][C@@H:8]2[NH2:17])[CH:6]=[CH:5][CH:4]=[CH:3][CH:2]=1.[CH3:18][C:19]1[C:23]([CH3:24])=[C:22]([NH:25][C:26](=O)[O:27]C2C=CC=CC=2)[N:21]([C:35]2[CH:40]=[CH:39][CH:38]=[CH:37][CH:36]=2)[N:20]=1.CCN(C(C)C)C(C)C. Product: [CH3:18][C:19]1[C:23]([CH3:24])=[C:22]([NH:25][C:26]([NH:17][C@@H:8]2[C@@H:7]([C:1]3[CH:2]=[CH:3][CH:4]=[CH:5][CH:6]=3)[CH2:11][N:10]([CH2:12][C:13]([F:14])([F:15])[F:16])[CH2:9]2)=[O:27])[N:21]([C:35]2[CH:40]=[CH:39][CH:38]=[CH:37][CH:36]=2)[N:20]=1. The catalyst class is: 3. (7) Reactant: [CH3:1][O:2][CH2:3][C:4]1[CH:8]=[C:7]([CH2:9]O)[NH:6][N:5]=1.S(Cl)([Cl:13])=O.CO. Product: [Cl:13][CH2:9][C:7]1[NH:6][N:5]=[C:4]([CH2:3][O:2][CH3:1])[CH:8]=1. The catalyst class is: 4.